Dataset: Peptide-MHC class II binding affinity with 134,281 pairs from IEDB. Task: Regression. Given a peptide amino acid sequence and an MHC pseudo amino acid sequence, predict their binding affinity value. This is MHC class II binding data. (1) The peptide sequence is VDIKEKGKDKWIELK. The MHC is DRB1_0301 with pseudo-sequence DRB1_0301. The binding affinity (normalized) is 0.139. (2) The peptide sequence is AGSLQGQWRGAAGTA. The MHC is DRB1_1201 with pseudo-sequence DRB1_1201. The binding affinity (normalized) is 0.0842. (3) The peptide sequence is PLHLRYYRITYGETG. The MHC is DRB1_1602 with pseudo-sequence DRB1_1602. The binding affinity (normalized) is 0.551.